From a dataset of NCI-60 drug combinations with 297,098 pairs across 59 cell lines. Regression. Given two drug SMILES strings and cell line genomic features, predict the synergy score measuring deviation from expected non-interaction effect. (1) Drug 1: CS(=O)(=O)C1=CC(=C(C=C1)C(=O)NC2=CC(=C(C=C2)Cl)C3=CC=CC=N3)Cl. Drug 2: CC=C1C(=O)NC(C(=O)OC2CC(=O)NC(C(=O)NC(CSSCCC=C2)C(=O)N1)C(C)C)C(C)C. Cell line: HCT116. Synergy scores: CSS=49.3, Synergy_ZIP=-0.684, Synergy_Bliss=-3.48, Synergy_Loewe=-35.3, Synergy_HSA=-4.05. (2) Drug 1: C1=CC(=CC=C1CCCC(=O)O)N(CCCl)CCCl. Drug 2: C1CCC(C(C1)N)N.C(=O)(C(=O)[O-])[O-].[Pt+4]. Cell line: A549. Synergy scores: CSS=41.2, Synergy_ZIP=-0.452, Synergy_Bliss=-0.942, Synergy_Loewe=-4.47, Synergy_HSA=1.58.